From a dataset of Catalyst prediction with 721,799 reactions and 888 catalyst types from USPTO. Predict which catalyst facilitates the given reaction. (1) Reactant: Br[C:2]1[CH:7]=[C:6]([C:8]([F:11])([F:10])[F:9])[CH:5]=[CH:4][C:3]=1[Cl:12].C1(P(C2CCCCC2)C2C=CC=CC=2C2C(N(C)C)=CC=CC=2)CCCCC1.O1CCOCC1.C([Si](CC)(CC)[O:50][C@H:51]1[CH2:56][CH2:55][C@H:54]([N:57]2[CH2:61][CH2:60][C@:59]3([CH2:66][CH2:65][CH2:64][NH:63][CH2:62]3)[C:58]2=[O:67])[CH2:53][CH2:52]1)C.CC(C)([O-])C.[Na+]. Product: [Cl:12][C:3]1[CH:4]=[CH:5][C:6]([C:8]([F:11])([F:10])[F:9])=[CH:7][C:2]=1[N:63]1[CH2:64][CH2:65][CH2:66][C@@:59]2([C:58](=[O:67])[N:57]([C@H:54]3[CH2:53][CH2:52][C@H:51]([OH:50])[CH2:56][CH2:55]3)[CH2:61][CH2:60]2)[CH2:62]1. The catalyst class is: 110. (2) Reactant: C([SiH2][O:6][C:7](C)(C)[C:8]1[CH:9]=[C:10]([CH:15]([C:18]2[C:23]([CH2:24][CH3:25])=[C:22]([O:26][CH3:27])[N:21]=[C:20]([O:28][CH3:29])[N:19]=2)C#N)[CH:11]=[C:12]([CH3:14])[CH:13]=1)(C)(C)C.[H-].[Na+].O.C1(C)C=CC(S(O)(=O)=[O:42])=CC=1. Product: [CH2:24]([C:23]1[C:18]([C:15]([C:10]2[CH:11]=[C:12]([CH3:14])[CH:13]=[C:8]([CH2:7][OH:6])[CH:9]=2)=[O:42])=[N:19][C:20]([O:28][CH3:29])=[N:21][C:22]=1[O:26][CH3:27])[CH3:25]. The catalyst class is: 121. (3) Reactant: [F:1][C:2]1[C:7]([S:8]([CH3:11])(=[O:10])=[O:9])=[CH:6][CH:5]=[CH:4][C:3]=1[CH:12]1[CH2:17][CH2:16][NH:15][CH2:14][CH2:13]1.C(=O)([O-])[O-].[K+].[K+].[CH2:24](Br)[CH:25]=[CH2:26].Cl. Product: [CH2:26]([N:15]1[CH2:16][CH2:17][CH:12]([C:3]2[CH:4]=[CH:5][CH:6]=[C:7]([S:8]([CH3:11])(=[O:10])=[O:9])[C:2]=2[F:1])[CH2:13][CH2:14]1)[CH:25]=[CH2:24]. The catalyst class is: 10. (4) The catalyst class is: 6. Reactant: [C:1]([NH:4][O:5][CH2:6][CH2:7][NH:8][C:9](=[O:33])[CH2:10][C:11]1[C:16]([C:17]#[N:18])=[CH:15][CH:14]=[C:13]([NH:19][CH2:20][C:21]([F:31])([F:30])[C:22]2[CH:27]=[CH:26][C:25]([F:28])=[C:24]([F:29])[CH:23]=2)[C:12]=1[F:32])(=[NH:3])[NH2:2].[ClH:34]. Product: [ClH:34].[C:1]([NH:4][O:5][CH2:6][CH2:7][NH:8][C:9](=[O:33])[CH2:10][C:11]1[C:16]([C:17]#[N:18])=[CH:15][CH:14]=[C:13]([NH:19][CH2:20][C:21]([F:30])([F:31])[C:22]2[CH:27]=[CH:26][C:25]([F:28])=[C:24]([F:29])[CH:23]=2)[C:12]=1[F:32])(=[NH:2])[NH2:3]. (5) Reactant: [C:1]([C:3]1[CH:8]=[C:7]([CH3:9])[N:6]2[C:10]([CH2:20][CH:21]3[CH2:26][CH2:25][C:24]([F:28])([F:27])[CH2:23][CH2:22]3)=[C:11]([C:13](OCCCC)=[O:14])[N:12]=[C:5]2[CH:4]=1)#[N:2].[BH4-].[Li+].CC(C)=O.C(=O)([O-])O.[Na+]. Product: [F:28][C:24]1([F:27])[CH2:25][CH2:26][CH:21]([CH2:20][C:10]2[N:6]3[C:7]([CH3:9])=[CH:8][C:3]([C:1]#[N:2])=[CH:4][C:5]3=[N:12][C:11]=2[CH2:13][OH:14])[CH2:22][CH2:23]1. The catalyst class is: 36.